This data is from Catalyst prediction with 721,799 reactions and 888 catalyst types from USPTO. The task is: Predict which catalyst facilitates the given reaction. Reactant: [C:1]([N:3]=[C:4]([NH:19][CH2:20][C:21]([O:23][CH2:24][CH3:25])=[O:22])[N:5]1[CH2:10][CH2:9][CH2:8][CH:7]([NH:11][C:12]([O:14][C:15]([CH3:18])([CH3:17])[CH3:16])=[O:13])[CH2:6]1)#[N:2].Br[CH2:27][CH:28]=[C:29]([CH3:31])[CH3:30].C(=O)([O-])[O-].[K+].[K+]. Product: [C:1]([N:3]=[C:4]([N:19]([CH2:27][CH:28]=[C:29]([CH3:31])[CH3:30])[CH2:20][C:21]([O:23][CH2:24][CH3:25])=[O:22])[N:5]1[CH2:10][CH2:9][CH2:8][CH:7]([NH:11][C:12]([O:14][C:15]([CH3:17])([CH3:18])[CH3:16])=[O:13])[CH2:6]1)#[N:2]. The catalyst class is: 21.